From a dataset of Reaction yield outcomes from USPTO patents with 853,638 reactions. Predict the reaction yield, written as a fraction of the theoretical maximum amount of product (1.0 means a 100% yield; for example, 0.34 means a 34% yield). The reactants are [CH3:1][O:2][C:3]1[CH:4]=[CH:5][CH:6]=[C:7]2[C:12]=1[CH:11]=[N:10][C:9]([C:13]([OH:15])=O)=[CH:8]2.[NH:16]1[CH:20]=[CH:19][N:18]=[C:17]1[NH:21][C:22]([C:24]1[C:32]2[NH:31][C:30]([NH2:33])=[N:29][C:28]=2[CH:27]=[CH:26][CH:25]=1)=[O:23].CN(C(ON1N=NC2C=CC=CC1=2)=[N+](C)C)C.F[P-](F)(F)(F)(F)F.CCN(C(C)C)C(C)C. The catalyst is CN(C=O)C. The product is [NH:18]1[CH:19]=[CH:20][N:16]=[C:17]1[NH:21][C:22]([C:24]1[C:32]2[N:31]=[C:30]([NH:33][C:13]([C:9]3[N:10]=[CH:11][C:12]4[C:7]([CH:8]=3)=[CH:6][CH:5]=[CH:4][C:3]=4[O:2][CH3:1])=[O:15])[NH:29][C:28]=2[CH:27]=[CH:26][CH:25]=1)=[O:23]. The yield is 0.380.